Dataset: Full USPTO retrosynthesis dataset with 1.9M reactions from patents (1976-2016). Task: Predict the reactants needed to synthesize the given product. (1) Given the product [Cl:13][C:14]1[C:15]([F:25])=[CH:16][C:17]([F:24])=[C:18]([S:20]([NH:1][C:2]2[CH:11]=[CH:10][C:5]([C:6]([O:8][CH3:9])=[O:7])=[C:4]([OH:12])[CH:3]=2)(=[O:22])=[O:21])[CH:19]=1, predict the reactants needed to synthesize it. The reactants are: [NH2:1][C:2]1[CH:3]=[C:4]([OH:12])[C:5](=[CH:10][CH:11]=1)[C:6]([O:8][CH3:9])=[O:7].[Cl:13][C:14]1[C:15]([F:25])=[CH:16][C:17]([F:24])=[C:18]([S:20](Cl)(=[O:22])=[O:21])[CH:19]=1. (2) Given the product [CH3:1][O:2][C:3]1[N:8]=[CH:7][C:6]([C:9]2[O:13][C:12]([CH3:14])=[C:11]([CH:15]([NH:20][C:21]3[CH:22]=[CH:23][C:24]([C:27]([N:29]([CH3:37])[CH2:30][CH2:31][C:32]([OH:34])=[O:33])=[O:28])=[N:25][CH:26]=3)[CH2:16][CH:17]([CH3:19])[CH3:18])[CH:10]=2)=[CH:5][CH:4]=1, predict the reactants needed to synthesize it. The reactants are: [CH3:1][O:2][C:3]1[N:8]=[CH:7][C:6]([C:9]2[O:13][C:12]([CH3:14])=[C:11]([CH:15]([NH:20][C:21]3[CH:22]=[CH:23][C:24]([C:27]([N:29]([CH3:37])[CH2:30][CH2:31][C:32]([O:34]CC)=[O:33])=[O:28])=[N:25][CH:26]=3)[CH2:16][CH:17]([CH3:19])[CH3:18])[CH:10]=2)=[CH:5][CH:4]=1.O1CCCC1.[OH-].[Li+].